The task is: Predict the reactants needed to synthesize the given product.. This data is from Full USPTO retrosynthesis dataset with 1.9M reactions from patents (1976-2016). Given the product [Cl:1][C:2]1[CH:3]=[C:4]2[C@@:10]3([CH2:14][CH2:13][N:12]([C:38]([NH:31][CH3:28])=[O:39])[CH2:11]3)[CH2:9][N:8]([C:15]([NH:17][C:18]3[S:19][C:20]([F:53])=[CH:21][N:22]=3)=[O:16])[C:5]2=[CH:6][CH:7]=1, predict the reactants needed to synthesize it. The reactants are: [Cl:1][C:2]1[CH:3]=[C:4]2[C@:10]3([CH2:14][CH2:13][NH:12][CH2:11]3)[CH2:9][N:8]([C:15]([NH:17][C:18]3[S:19][C:20](Cl)=[CH:21][N:22]=3)=[O:16])[C:5]2=[CH:6][CH:7]=1.ClC1C=C2C3(CCNC3)C[N:31]([C:38](NC3SC(Cl)=CN=3)=[O:39])[C:28]2=CC=1.NC1SC([F:53])=CN=1.